Dataset: Catalyst prediction with 721,799 reactions and 888 catalyst types from USPTO. Task: Predict which catalyst facilitates the given reaction. (1) Reactant: [C:1]([C:3]1[CH:4]=[CH:5][C:6]([C@@H:13]2[C:18]([C:19]#[N:20])=[C:17]([CH3:21])[N:16]([C:22]3[CH:27]=[CH:26][CH:25]=[C:24]([C:28]([F:31])([F:30])[F:29])[CH:23]=3)[C:15](=[O:32])[N:14]2[CH3:33])=[C:7]([S:9](Cl)(=[O:11])=[O:10])[CH:8]=1)#[N:2].[NH:34]1[CH2:39][CH2:38][O:37][CH2:36][CH2:35]1.C(N(CC)CC)C. Product: [C:1]([C:3]1[CH:4]=[CH:5][C:6]([C@@H:13]2[C:18]([C:19]#[N:20])=[C:17]([CH3:21])[N:16]([C:22]3[CH:27]=[CH:26][CH:25]=[C:24]([C:28]([F:31])([F:30])[F:29])[CH:23]=3)[C:15](=[O:32])[N:14]2[CH3:33])=[C:7]([S:9]([N:34]2[CH2:39][CH2:38][O:37][CH2:36][CH2:35]2)(=[O:11])=[O:10])[CH:8]=1)#[N:2]. The catalyst class is: 1. (2) Reactant: C[O:2][C:3](=O)[CH2:4][C:5]1[CH:6]=[C:7]2[C:12](=[CH:13][CH:14]=1)[N:11]=[CH:10][CH:9]=[CH:8]2.O.[NH2:17][NH2:18]. Product: [N:11]1[C:12]2[C:7](=[CH:6][C:5]([CH2:4][C:3]([NH:17][NH2:18])=[O:2])=[CH:14][CH:13]=2)[CH:8]=[CH:9][CH:10]=1. The catalyst class is: 8. (3) Reactant: O.[CH3:2][N:3]1[CH2:7][CH2:6][CH:5]([C:8]2[N:13]=[C:12]([C:14]([OH:16])=[O:15])[CH:11]=[CH:10][CH:9]=2)[CH2:4]1.Cl.[F:18][C:19]1[CH:20]=[C:21]([CH:29]=[CH:30][CH:31]=1)[O:22][CH:23]1[CH2:28][CH2:27][NH:26][CH2:25][CH2:24]1.C(N(C(C)C)CC)(C)C.CN(C(ON1N=NC2C=CC=NC1=2)=[N+](C)C)C.F[P-](F)(F)(F)(F)F. The catalyst class is: 31. Product: [NH4+:3].[OH-:15].[F:18][C:19]1[CH:20]=[C:21]([CH:29]=[CH:30][CH:31]=1)[O:22][CH:23]1[CH2:24][CH2:25][N:26]([C:14]([C:12]2[CH:11]=[CH:10][CH:9]=[C:8]([CH:5]3[CH2:6][CH2:7][N:3]([CH3:2])[CH2:4]3)[N:13]=2)=[O:16])[CH2:27][CH2:28]1. (4) Reactant: [OH:1][CH:2]1[CH2:7][CH2:6][NH:5][CH2:4][CH2:3]1.[CH2:8]([O:10][C:11]1[CH:16]=[CH:15][C:14]([S:17](Cl)(=[O:19])=[O:18])=[CH:13][C:12]=1[C:21]1[NH:26][C:25](=[O:27])[N:24]2[C:28]([CH3:34])=[N:29][C:30]([CH2:31][CH2:32][CH3:33])=[C:23]2[N:22]=1)[CH3:9]. Product: [CH2:8]([O:10][C:11]1[CH:16]=[CH:15][C:14]([S:17]([N:5]2[CH2:6][CH2:7][CH:2]([OH:1])[CH2:3][CH2:4]2)(=[O:19])=[O:18])=[CH:13][C:12]=1[C:21]1[NH:26][C:25](=[O:27])[N:24]2[C:28]([CH3:34])=[N:29][C:30]([CH2:31][CH2:32][CH3:33])=[C:23]2[N:22]=1)[CH3:9]. The catalyst class is: 4.